Dataset: Reaction yield outcomes from USPTO patents with 853,638 reactions. Task: Predict the reaction yield, written as a fraction of the theoretical maximum amount of product (1.0 means a 100% yield; for example, 0.34 means a 34% yield). (1) The reactants are [Br-].[Mg+2].[F:3][C:4]1[CH:9]=[CH:8][CH:7]=[CH:6][CH:5]=1.[Br-].[CH2:11]([N:18]1[CH2:25][C@H:24]2[C:26](=[O:27])[C@H:20]([CH2:21][O:22][CH2:23]2)[CH2:19]1)[C:12]1[CH:17]=[CH:16][CH:15]=[CH:14][CH:13]=1.O.[OH-].[Na+]. The catalyst is C(OCC)(=O)C. The product is [CH2:11]([N:18]1[CH2:19][CH:20]2[C:26]([C:7]3[CH:8]=[CH:9][C:4]([F:3])=[CH:5][CH:6]=3)([OH:27])[CH:24]([CH2:23][O:22][CH2:21]2)[CH2:25]1)[C:12]1[CH:13]=[CH:14][CH:15]=[CH:16][CH:17]=1. The yield is 0.240. (2) The reactants are [I:1][C:2]1[CH:3]=[CH:4][CH:5]=[C:6]2[C:11]=1[N:10]=[C:9]([NH:12][C:13]1([CH3:17])[CH2:16]C[CH2:14]1)[N:8]([CH3:18])[C:7]2=[O:19].ClC1N(C)C(=O)C2C(=C(I)C=CC=2)N=1.Cl.[F:35]CC(N)(C)C. No catalyst specified. The product is [F:35][CH2:14][C:13]([NH:12][C:9]1[N:8]([CH3:18])[C:7](=[O:19])[C:6]2[C:11](=[C:2]([I:1])[CH:3]=[CH:4][CH:5]=2)[N:10]=1)([CH3:17])[CH3:16]. The yield is 0.630. (3) The reactants are [CH3:1][C:2]1[C:3]([C:7]([O:9][CH2:10][CH3:11])=[O:8])=[N:4][NH:5][CH:6]=1.[H-].[Na+].[CH2:14](Br)[C:15]1[CH:20]=[CH:19][CH:18]=[CH:17][CH:16]=1. The catalyst is O1CCCC1. The product is [CH2:14]([N:5]1[CH:6]=[C:2]([CH3:1])[C:3]([C:7]([O:9][CH2:10][CH3:11])=[O:8])=[N:4]1)[C:15]1[CH:20]=[CH:19][CH:18]=[CH:17][CH:16]=1. The yield is 0.630. (4) The reactants are [F:1][C:2]1[C:3]2[N:4]([C:14]([CH2:17][O:18][C:19]3[C:28]4[C:23](=[CH:24][C:25]([OH:29])=[CH:26][CH:27]=4)[N:22]=[CH:21][CH:20]=3)=[N:15][N:16]=2)[CH:5]=[C:6]([C:8]2[O:12][N:11]=[C:10]([CH3:13])[CH:9]=2)[CH:7]=1.C1C=CC(P(C2C=CC=CC=2)C2C=CC=CC=2)=CC=1.[CH3:49][O:50][CH2:51][CH2:52]O.C(Cl)Cl.CCOC(/N=N/C(OCC)=O)=O. No catalyst specified. The product is [F:1][C:2]1[C:3]2[N:4]([C:14]([CH2:17][O:18][C:19]3[C:28]4[C:23](=[CH:24][C:25]([O:29][CH2:52][CH2:51][O:50][CH3:49])=[CH:26][CH:27]=4)[N:22]=[CH:21][CH:20]=3)=[N:15][N:16]=2)[CH:5]=[C:6]([C:8]2[O:12][N:11]=[C:10]([CH3:13])[CH:9]=2)[CH:7]=1. The yield is 0.550. (5) The reactants are Br[CH2:2][C:3]1[CH:8]=[CH:7][CH:6]=[CH:5][CH:4]=1.[Cl:9][C:10]1[CH:11]=[CH:12][C:13]([CH2:17][OH:18])=[C:14]([OH:16])[CH:15]=1.[OH-].[Na+]. The catalyst is C(O)C. The product is [Cl:9][C:10]1[CH:11]=[CH:12][C:13]([CH2:17][OH:18])=[C:14]([O:16][CH2:2][C:3]2[CH:8]=[CH:7][CH:6]=[CH:5][CH:4]=2)[CH:15]=1. The yield is 0.280.